From a dataset of Forward reaction prediction with 1.9M reactions from USPTO patents (1976-2016). Predict the product of the given reaction. (1) Given the reactants [P:1]([CH2:5][NH:6][C:7](NCP(O)(O)=O)=O)([OH:4])([OH:3])=[O:2].[CH2:15]=[O:16].[OH:17]P(O)=O.P(Cl)(Cl)Cl, predict the reaction product. The product is: [P:1]([CH2:5][NH:6][CH2:7][C:15]([OH:17])=[O:16])([OH:4])([OH:3])=[O:2]. (2) Given the reactants CS(O[CH2:6][CH2:7][S:8]([CH2:11][C:12]1[CH:17]=[CH:16][C:15]([Br:18])=[CH:14][CH:13]=1)(=[O:10])=[O:9])(=O)=O.[NH:19]1[CH2:23][CH2:22][CH2:21][CH2:20]1, predict the reaction product. The product is: [Br:18][C:15]1[CH:16]=[CH:17][C:12]([CH2:11][S:8]([CH2:7][CH2:6][N:19]2[CH2:23][CH2:22][CH2:21][CH2:20]2)(=[O:10])=[O:9])=[CH:13][CH:14]=1. (3) Given the reactants [F:1][C:2]1[CH:3]=[N:4][C:5]([NH:13][C:14]2[CH:19]=[CH:18][C:17]([F:20])=[CH:16][CH:15]=2)=[C:6]([CH:12]=1)[C:7]([O:9]CC)=[O:8].[OH-].[K+], predict the reaction product. The product is: [F:1][C:2]1[CH:3]=[N:4][C:5]([NH:13][C:14]2[CH:19]=[CH:18][C:17]([F:20])=[CH:16][CH:15]=2)=[C:6]([CH:12]=1)[C:7]([OH:9])=[O:8]. (4) Given the reactants [OH-].[Na+:2].[CH3:3][C:4]([C:7]1[CH:8]=[CH:9][C:10]([S:13]([NH:16][C:17]2[C:18]([O:33][C:34]3[CH:35]=[CH:36][CH:37]=[CH:38][C:39]=3[O:40][CH3:41])=[C:19]([O:29][CH2:30][CH2:31][OH:32])[N:20]=[C:21]([C:23]3[N:24]=[CH:25][CH:26]=[CH:27][N:28]=3)[N:22]=2)(=[O:15])=[O:14])=[CH:11][CH:12]=1)([CH3:6])[CH3:5], predict the reaction product. The product is: [CH3:6][C:4]([C:7]1[CH:12]=[CH:11][C:10]([S:13]([N-:16][C:17]2[C:18]([O:33][C:34]3[CH:35]=[CH:36][CH:37]=[CH:38][C:39]=3[O:40][CH3:41])=[C:19]([O:29][CH2:30][CH2:31][OH:32])[N:20]=[C:21]([C:23]3[N:28]=[CH:27][CH:26]=[CH:25][N:24]=3)[N:22]=2)(=[O:14])=[O:15])=[CH:9][CH:8]=1)([CH3:3])[CH3:5].[Na+:2]. (5) Given the reactants [Cl:1][C:2]1[CH:3]=[C:4]([CH:9]2[C:18]3[C:13](=[CH:14][C:15]([O:19]C)=[CH:16][CH:17]=3)[CH2:12][N:11]([S:21]([C:24]3[CH:29]=[CH:28][CH:27]=[CH:26][C:25]=3[N+:30]([O-:32])=[O:31])(=[O:23])=[O:22])[CH2:10]2)[CH:5]=[CH:6][C:7]=1[Cl:8].B(Br)(Br)Br, predict the reaction product. The product is: [Cl:1][C:2]1[CH:3]=[C:4]([CH:9]2[C:18]3[C:13](=[CH:14][C:15]([OH:19])=[CH:16][CH:17]=3)[CH2:12][N:11]([S:21]([C:24]3[CH:29]=[CH:28][CH:27]=[CH:26][C:25]=3[N+:30]([O-:32])=[O:31])(=[O:23])=[O:22])[CH2:10]2)[CH:5]=[CH:6][C:7]=1[Cl:8]. (6) Given the reactants Cl[C:2]1[C:11]2[N:12]=[C:13]([C:30]3[CH:35]=[CH:34][CH:33]=[CH:32][CH:31]=3)[N:14]([CH2:15][CH2:16][CH:17]3[CH2:22][CH2:21][N:20]([C:23]([O:25][C:26]([CH3:29])([CH3:28])[CH3:27])=[O:24])[CH2:19][CH2:18]3)[C:10]=2[C:9]2[CH:8]=[CH:7][CH:6]=[CH:5][C:4]=2[N:3]=1.NC(N)=[S:38].C(O)C, predict the reaction product. The product is: [SH:38][C:2]1[C:11]2[N:12]=[C:13]([C:30]3[CH:35]=[CH:34][CH:33]=[CH:32][CH:31]=3)[N:14]([CH2:15][CH2:16][CH:17]3[CH2:22][CH2:21][N:20]([C:23]([O:25][C:26]([CH3:29])([CH3:28])[CH3:27])=[O:24])[CH2:19][CH2:18]3)[C:10]=2[C:9]2[CH:8]=[CH:7][CH:6]=[CH:5][C:4]=2[N:3]=1.